This data is from Reaction yield outcomes from USPTO patents with 853,638 reactions. The task is: Predict the reaction yield, written as a fraction of the theoretical maximum amount of product (1.0 means a 100% yield; for example, 0.34 means a 34% yield). (1) No catalyst specified. The product is [F:13][CH:14]([F:17])[CH2:15][O:1][N:2]1[C:3](=[O:12])[C:4]2[C:5](=[CH:8][CH:9]=[CH:10][CH:11]=2)[C:6]1=[O:7]. The yield is 0.520. The reactants are [OH:1][N:2]1[C:6](=[O:7])[C:5]2=[CH:8][CH:9]=[CH:10][CH:11]=[C:4]2[C:3]1=[O:12].[F:13][CH:14]([F:17])[CH2:15]O. (2) The reactants are [CH2:1]([N:8]1[CH:12]=[C:11]([CH3:13])[C:10]([CH2:14][OH:15])=[N:9]1)[C:2]1[CH:7]=[CH:6][CH:5]=[CH:4][CH:3]=1.C1C=C[NH+]=CC=1.C1C=C[NH+]=CC=1.[O-][Cr](O[Cr]([O-])(=O)=O)(=O)=O.CC([O-])=O.[Na+]. The catalyst is ClCCl. The product is [CH2:1]([N:8]1[CH:12]=[C:11]([CH3:13])[C:10]([CH:14]=[O:15])=[N:9]1)[C:2]1[CH:3]=[CH:4][CH:5]=[CH:6][CH:7]=1. The yield is 0.340.